From a dataset of Forward reaction prediction with 1.9M reactions from USPTO patents (1976-2016). Predict the product of the given reaction. (1) Given the reactants [CH2:1]([O:8][C:9]1[CH:10]=[C:11]([CH2:15][CH2:16][CH2:17][CH2:18][CH2:19][CH2:20][CH2:21][S:22](Cl)(=[O:24])=[O:23])[CH:12]=[CH:13][CH:14]=1)[C:2]1[CH:7]=[CH:6][CH:5]=[CH:4][CH:3]=1.[NH4+].[F-:27], predict the reaction product. The product is: [CH2:1]([O:8][C:9]1[CH:10]=[C:11]([CH2:15][CH2:16][CH2:17][CH2:18][CH2:19][CH2:20][CH2:21][S:22]([F:27])(=[O:24])=[O:23])[CH:12]=[CH:13][CH:14]=1)[C:2]1[CH:7]=[CH:6][CH:5]=[CH:4][CH:3]=1.[CH2:1]([O:8][C:9]1[CH:14]=[CH:13][C:12]([CH2:15][CH2:16][CH2:17][CH2:18][CH2:19][CH2:20][CH2:21][S:22]([F:27])(=[O:24])=[O:23])=[CH:11][CH:10]=1)[C:2]1[CH:3]=[CH:4][CH:5]=[CH:6][CH:7]=1. (2) Given the reactants Cl[C:2]1[CH:3]=[C:4]([C:14]([NH:16][CH2:17][C:18]2[C:19](=[O:26])[NH:20][C:21]([CH3:25])=[CH:22][C:23]=2[CH3:24])=[O:15])[C:5]2[CH:10]=[N:9][N:8]([CH:11]([CH3:13])[CH3:12])[C:6]=2[N:7]=1.[NH:27]1[C:31]2[CH:32]=[CH:33][C:34](B(O)O)=[CH:35][C:30]=2[N:29]=[N:28]1.C(=O)([O-])[O-].[Na+].[Na+], predict the reaction product. The product is: [NH:27]1[C:31]2[CH:32]=[CH:33][C:34]([C:2]3[CH:3]=[C:4]([C:14]([NH:16][CH2:17][C:18]4[C:19](=[O:26])[NH:20][C:21]([CH3:25])=[CH:22][C:23]=4[CH3:24])=[O:15])[C:5]4[CH:10]=[N:9][N:8]([CH:11]([CH3:13])[CH3:12])[C:6]=4[N:7]=3)=[CH:35][C:30]=2[N:29]=[N:28]1. (3) Given the reactants [F:1][C:2]([F:45])([F:44])[C:3]1[CH:4]=[C:5]([C:13]([CH3:43])([CH3:42])[C:14]([N:16]([C:18]2[CH:19]=[N:20][C:21]([N:32]3[CH2:37][CH2:36][N:35]4[CH2:38][CH2:39][NH:40][CH2:41][CH:34]4[CH2:33]3)=[CH:22][C:23]=2[C:24]2[CH:29]=[CH:28][C:27]([F:30])=[CH:26][C:25]=2[CH3:31])[CH3:17])=[O:15])[CH:6]=[C:7]([C:9]([F:12])([F:11])[F:10])[CH:8]=1.C=O.[C:48](O[BH-](OC(=O)C)OC(=O)C)(=O)C.[Na+], predict the reaction product. The product is: [F:12][C:9]([F:11])([F:10])[C:7]1[CH:6]=[C:5]([C:13]([CH3:43])([CH3:42])[C:14]([N:16]([C:18]2[CH:19]=[N:20][C:21]([N:32]3[CH2:37][CH2:36][N:35]4[CH2:38][CH2:39][N:40]([CH3:48])[CH2:41][CH:34]4[CH2:33]3)=[CH:22][C:23]=2[C:24]2[CH:29]=[CH:28][C:27]([F:30])=[CH:26][C:25]=2[CH3:31])[CH3:17])=[O:15])[CH:4]=[C:3]([C:2]([F:44])([F:1])[F:45])[CH:8]=1.